This data is from Full USPTO retrosynthesis dataset with 1.9M reactions from patents (1976-2016). The task is: Predict the reactants needed to synthesize the given product. (1) Given the product [C:10]1([CH2:5][O:4][C:1](=[O:3])[CH2:2][C:41](=[O:43])[NH:33][C:19]2[CH:20]=[C:21]([C:22](=[O:23])[NH:24][C:25]3[CH:30]=[CH:29][CH:28]=[CH:27][CH:26]=3)[CH:31]=[CH:32][C:18]=2[O:17][CH3:16])[CH:11]=[CH:12][CH:13]=[CH:14][CH:15]=1, predict the reactants needed to synthesize it. The reactants are: [C:1]([O:4][C:5]([C:10]1[CH:15]=[CH:14][CH:13]=[CH:12][CH:11]=1)(O)C(Cl)=O)(=[O:3])[CH3:2].[CH3:16][O:17][C:18]1[CH:32]=[CH:31][C:21]([C:22]([NH:24][C:25]2[CH:30]=[CH:29][CH:28]=[CH:27][CH:26]=2)=[O:23])=[CH:20][C:19]=1[NH2:33].C(N(CC)CC)C.[C:41](OCC)(=[O:43])C. (2) Given the product [F:35][C:36]1[CH:41]=[CH:40][CH:39]=[CH:38][C:37]=1[NH:42][C:43](=[O:46])[CH2:44][CH2:45][N:1]1[C:9]2[C:4](=[CH:5][C:6]([NH:10][C:11]([C:13]3[O:17][C:16]([N:18]4[CH2:23][CH2:22][CH2:21][CH:20]([CH3:24])[CH2:19]4)=[N:15][C:14]=3[C:25]([F:27])([F:28])[F:26])=[O:12])=[CH:7][CH:8]=2)[CH:3]=[CH:2]1, predict the reactants needed to synthesize it. The reactants are: [NH:1]1[C:9]2[C:4](=[CH:5][C:6]([NH:10][C:11]([C:13]3[O:17][C:16]([N:18]4[CH2:23][CH2:22][CH2:21][CH:20]([CH3:24])[CH2:19]4)=[N:15][C:14]=3[C:25]([F:28])([F:27])[F:26])=[O:12])=[CH:7][CH:8]=2)[CH:3]=[CH:2]1.C(=O)([O-])[O-].[Cs+].[Cs+].[F:35][C:36]1[CH:41]=[CH:40][CH:39]=[CH:38][C:37]=1[NH:42][C:43](=[O:46])[CH:44]=[CH2:45]. (3) Given the product [CH2:1]([O:3][C:4]([CH:6]([CH:11]1[CH2:16][CH2:15][N:14]([C:17]([O:19][CH2:20][C:21]2[CH:22]=[CH:23][CH:24]=[CH:25][CH:26]=2)=[O:18])[CH2:13][CH2:12]1)[CH2:7][C:8](=[O:28])[CH3:9])=[O:5])[CH3:2], predict the reactants needed to synthesize it. The reactants are: [CH2:1]([O:3][C:4]([CH:6]([CH:11]1[CH2:16][CH2:15][N:14]([C:17]([O:19][CH2:20][C:21]2[CH:26]=[CH:25][CH:24]=[CH:23][CH:22]=2)=[O:18])[CH2:13][CH2:12]1)[CH2:7][C:8](C)=[CH2:9])=[O:5])[CH3:2].I([O-])(=O)(=O)=[O:28].[Na+]. (4) Given the product [C:1]([NH:4][NH:5][C:7](=[S:8])[NH:6][CH3:9])(=[O:3])[CH3:2], predict the reactants needed to synthesize it. The reactants are: [C:1]([NH:4][NH2:5])(=[O:3])[CH3:2].[N:6]([CH3:9])=[C:7]=[S:8]. (5) Given the product [Cl:20][C:16]1[CH:15]=[C:14]2[C:19](=[CH:18][CH:17]=1)[N:11]([CH:4]([CH2:5][CH:6]1[CH2:7][CH2:8][CH2:9][CH2:10]1)[C:3]([OH:23])=[O:2])[C:12](=[O:22])[C:13]2=[O:21], predict the reactants needed to synthesize it. The reactants are: C[O:2][C:3](=[O:23])[CH:4]([N:11]1[C:19]2[C:14](=[CH:15][C:16]([Cl:20])=[CH:17][CH:18]=2)[C:13](=[O:21])[C:12]1=[O:22])[CH2:5][CH:6]1[CH2:10][CH2:9][CH2:8][CH2:7]1.O.[OH-].[Li+].